This data is from Full USPTO retrosynthesis dataset with 1.9M reactions from patents (1976-2016). The task is: Predict the reactants needed to synthesize the given product. (1) Given the product [CH:1]1([N:6]2[CH2:12][C:11]([F:14])([F:13])[C:10](=[O:15])[N:9]([CH3:16])[C:8]3[CH:17]=[N:18][C:19]([NH:21][C:22]4[CH:30]=[CH:29][C:25]([C:26]([NH2:42])=[O:27])=[CH:24][C:23]=4[O:31][CH2:32][CH3:33])=[N:20][C:7]2=3)[CH2:5][CH2:4][CH2:3][CH2:2]1, predict the reactants needed to synthesize it. The reactants are: [CH:1]1([N:6]2[CH2:12][C:11]([F:14])([F:13])[C:10](=[O:15])[N:9]([CH3:16])[C:8]3[CH:17]=[N:18][C:19]([NH:21][C:22]4[CH:30]=[CH:29][C:25]([C:26](O)=[O:27])=[CH:24][C:23]=4[O:31][CH2:32][CH3:33])=[N:20][C:7]2=3)[CH2:5][CH2:4][CH2:3][CH2:2]1.F[P-](F)(F)(F)(F)F.C[N:42](C(N(C)C)=[N+]1C2C(=NC=CC=2)[N+]([O-])=N1)C.C(N(C(C)C)CC)(C)C.[Cl-].[NH4+]. (2) Given the product [F:34][C:35]([F:40])([F:39])[C:36]([OH:38])=[O:37].[C:24]1([C:22]2[CH:23]=[C:19]([CH2:18][O:17][C:13]3[CH:12]=[C:11]4[C:16](=[CH:15][CH:14]=3)[NH:8][CH2:9][CH2:10]4)[S:20][C:21]=2[C:30]([F:33])([F:31])[F:32])[CH:25]=[CH:26][CH:27]=[CH:28][CH:29]=1, predict the reactants needed to synthesize it. The reactants are: C(OC([N:8]1[C:16]2[C:11](=[CH:12][C:13]([O:17][CH2:18][C:19]3[S:20][C:21]([C:30]([F:33])([F:32])[F:31])=[C:22]([C:24]4[CH:29]=[CH:28][CH:27]=[CH:26][CH:25]=4)[CH:23]=3)=[CH:14][CH:15]=2)[CH2:10][CH2:9]1)=O)(C)(C)C.[F:34][C:35]([F:40])([F:39])[C:36]([OH:38])=[O:37]. (3) Given the product [CH3:32][O:33][C:34]1[CH:39]=[CH:38][C:37]([O:40][CH3:41])=[CH:36][C:35]=1[S:42]([N:5]1[C:6]([C:7]2[CH:12]=[CH:11][CH:10]=[CH:9][CH:8]=2)=[C:2]([CH3:1])[C:3]([CH:13]=[O:14])=[CH:4]1)(=[O:43])=[O:44], predict the reactants needed to synthesize it. The reactants are: [CH3:1][C:2]1[C:3]([CH:13]=[O:14])=[CH:4][NH:5][C:6]=1[C:7]1[CH:12]=[CH:11][CH:10]=[CH:9][CH:8]=1.[H-].[Na+].C1OCCOCCOCCOCCOC1.[CH3:32][O:33][C:34]1[CH:39]=[CH:38][C:37]([O:40][CH3:41])=[CH:36][C:35]=1[S:42](Cl)(=[O:44])=[O:43]. (4) Given the product [Br:66][C:67]1[CH:68]=[C:69]([CH2:74][NH:75][C:29]([C:27]2[CH:26]=[CH:25][CH:24]=[C:23]([C:21]([NH:20][CH2:19][C:10]3[C:11]([NH:12][CH:13]4[CH2:18][CH2:17][O:16][CH2:15][CH2:14]4)=[C:6]4[CH:5]=[N:4][N:3]([CH2:1][CH3:2])[C:7]4=[N:8][C:9]=3[CH2:32][CH3:33])=[O:22])[N:28]=2)=[O:30])[CH:70]=[CH:71][C:72]=1[CH3:73], predict the reactants needed to synthesize it. The reactants are: [CH2:1]([N:3]1[C:7]2=[N:8][C:9]([CH2:32][CH3:33])=[C:10]([CH2:19][NH:20][C:21]([C:23]3[N:28]=[C:27]([C:29](O)=[O:30])[CH:26]=[CH:25][CH:24]=3)=[O:22])[C:11]([NH:12][CH:13]3[CH2:18][CH2:17][O:16][CH2:15][CH2:14]3)=[C:6]2[CH:5]=[N:4]1)[CH3:2].CCN(C(C)C)C(C)C.CN(C(ON1N=NC2C=CC=CC1=2)=[N+](C)C)C.[B-](F)(F)(F)F.Cl.[Br:66][C:67]1[CH:68]=[C:69]([CH2:74][NH2:75])[CH:70]=[CH:71][C:72]=1[CH3:73]. (5) Given the product [Br:2][C:3]1[CH:4]=[C:5]2[C:9](=[CH:10][CH:11]=1)[CH2:8][C@@H:7]([NH2:12])[CH2:6]2, predict the reactants needed to synthesize it. The reactants are: Br.[Br:2][C:3]1[CH:4]=[C:5]2[C:9](=[CH:10][CH:11]=1)[CH2:8][CH:7]([NH2:12])[CH2:6]2.CN1CCOCC1. (6) Given the product [CH3:10][N:8]([CH3:9])[CH2:7][C:6]([CH2:11][O:12][CH2:13][CH2:14][CH2:15][CH2:16][CH2:17][CH2:18][CH2:19][CH3:20])([CH2:21][O:22][CH2:23][CH2:24][CH2:25][CH2:26][CH2:27][CH2:28][CH2:29][CH3:30])[CH2:5][N:4]([CH3:3])[CH3:31], predict the reactants needed to synthesize it. The reactants are: [Cl-].[Cl-].[CH3:3][NH+:4]([CH3:31])[CH2:5][C:6]([CH2:21][O:22][CH2:23][CH2:24][CH2:25][CH2:26][CH2:27][CH2:28][CH2:29][CH3:30])([CH2:11][O:12][CH2:13][CH2:14][CH2:15][CH2:16][CH2:17][CH2:18][CH2:19][CH3:20])[CH2:7][NH+:8]([CH3:10])[CH3:9].